From a dataset of Reaction yield outcomes from USPTO patents with 853,638 reactions. Predict the reaction yield, written as a fraction of the theoretical maximum amount of product (1.0 means a 100% yield; for example, 0.34 means a 34% yield). (1) The reactants are [F:1][C:2]1[C:3]([CH3:19])=[C:4]([NH:8][C:9](=[O:18])/[CH:10]=[CH:11]/C2C=CC=CC=2)[CH:5]=[CH:6][CH:7]=1.[Cl-].[Cl-].[Cl-].[Al+3]. The catalyst is ClC1C=CC=CC=1. The product is [F:1][C:2]1[C:3]([CH3:19])=[C:4]2[C:5]([CH:11]=[CH:10][C:9](=[O:18])[NH:8]2)=[CH:6][CH:7]=1. The yield is 0.790. (2) The reactants are [CH3:1][N:2]([CH2:10][CH2:11][CH:12]=O)[C:3](=[O:9])[O:4][C:5]([CH3:8])([CH3:7])[CH3:6].Cl.Cl.[CH3:16][N:17]([CH3:29])[C:18]1([C:24]2[S:25][CH:26]=[CH:27][CH:28]=2)[CH2:23][CH2:22][NH:21][CH2:20][CH2:19]1.C(B)#N.[Na].CO.C(Cl)(Cl)Cl. The catalyst is CO.C(O)(=O)C. The product is [CH3:16][N:17]([CH3:29])[C:18]1([C:24]2[S:25][CH:26]=[CH:27][CH:28]=2)[CH2:23][CH2:22][N:21]([CH2:12][CH2:11][CH2:10][N:2]([CH3:1])[C:3](=[O:9])[O:4][C:5]([CH3:8])([CH3:7])[CH3:6])[CH2:20][CH2:19]1. The yield is 0.840. (3) The reactants are CCN=C=NCCCN(C)C.CN(C=O)C.[C:17]1([N:23]2[C:31]3[C:26](=[CH:27][CH:28]=[CH:29][CH:30]=3)[CH:25]=[C:24]2[C:32](O)=[O:33])[CH:22]=[CH:21][CH:20]=[CH:19][CH:18]=1.[NH2:35][C@H:36]([C:40]([NH:42][CH:43]([CH:52]([OH:55])[CH2:53][F:54])[CH2:44][C:45]([O:47][C:48]([CH3:51])([CH3:50])[CH3:49])=[O:46])=[O:41])[CH:37]([CH3:39])[CH3:38]. The catalyst is CN(C1C=CN=CC=1)C.C(Cl)Cl. The product is [C:17]1([N:23]2[C:31]3[C:26](=[CH:27][CH:28]=[CH:29][CH:30]=3)[CH:25]=[C:24]2[C:32]([NH:35][C@H:36]([C:40]([NH:42][CH:43]([CH:52]([OH:55])[CH2:53][F:54])[CH2:44][C:45]([O:47][C:48]([CH3:49])([CH3:50])[CH3:51])=[O:46])=[O:41])[CH:37]([CH3:38])[CH3:39])=[O:33])[CH:22]=[CH:21][CH:20]=[CH:19][CH:18]=1. The yield is 0.780. (4) The reactants are Br[C:2]1[S:3][C:4]([CH3:7])=[N:5][N:6]=1.CC1(C)C(C)(C)OB(C2[CH:17]=[C:18]3[C:23](=[C:24]([O:26][CH2:27][O:28][CH2:29][CH2:30][Si:31]([CH3:34])([CH3:33])[CH3:32])[CH:25]=2)[N:22]=[CH:21][N:20]([CH2:35][O:36][CH2:37][CH2:38][Si:39]([CH3:42])([CH3:41])[CH3:40])[C:19]3=[O:43])O1.[C:45](=O)([O-])[O-].[K+].[K+].O. The catalyst is CN(C)C=O.C1(P([C-]2C=CC=C2)C2C=CC=CC=2)C=CC=CC=1.[C-]1(P(C2C=CC=CC=2)C2C=CC=CC=2)C=CC=C1.[Fe+2].[Pd](Cl)Cl. The product is [CH3:45][C:2]1[S:3][C:4]([C:7]2[CH:17]=[C:18]3[C:23](=[C:24]([O:26][CH2:27][O:28][CH2:29][CH2:30][Si:31]([CH3:32])([CH3:33])[CH3:34])[CH:25]=2)[N:22]=[CH:21][N:20]([CH2:35][O:36][CH2:37][CH2:38][Si:39]([CH3:41])([CH3:40])[CH3:42])[C:19]3=[O:43])=[N:5][N:6]=1. The yield is 0.440. (5) The reactants are [F:1][C:2]1[C:7]2[N:8]=[C:9]([CH2:11][C:12]3[C:20]4[C:15](=[CH:16][CH:17]=[CH:18][CH:19]=4)[N:14]([CH2:21][C:22]([O:24]CC)=[O:23])[CH:13]=3)[S:10][C:6]=2[C:5]([F:27])=[CH:4][C:3]=1[F:28].[OH-].[Na+].Cl. The catalyst is COCCOC. The yield is 0.980. The product is [F:1][C:2]1[C:7]2[N:8]=[C:9]([CH2:11][C:12]3[C:20]4[C:15](=[CH:16][CH:17]=[CH:18][CH:19]=4)[N:14]([CH2:21][C:22]([OH:24])=[O:23])[CH:13]=3)[S:10][C:6]=2[C:5]([F:27])=[CH:4][C:3]=1[F:28]. (6) The reactants are [CH:1]1([CH2:6][CH:7]([C:16]2[CH:21]=[CH:20][C:19]([N+:22]([O-])=O)=[CH:18][CH:17]=2)[C:8]([NH:10][C:11]2[S:12][CH:13]=[CH:14][N:15]=2)=[O:9])[CH2:5][CH2:4][CH2:3][CH2:2]1.[H][H]. The yield is 0.914. The product is [NH2:22][C:19]1[CH:18]=[CH:17][C:16]([CH:7]([CH2:6][CH:1]2[CH2:5][CH2:4][CH2:3][CH2:2]2)[C:8]([NH:10][C:11]2[S:12][CH:13]=[CH:14][N:15]=2)=[O:9])=[CH:21][CH:20]=1. The catalyst is C(OCC)(=O)C.[Pd].